This data is from Retrosynthesis with 50K atom-mapped reactions and 10 reaction types from USPTO. The task is: Predict the reactants needed to synthesize the given product. (1) Given the product Clc1c(-c2ccccc2)nnc2c1c(C1=CCOCC1)nn2CCN1CCCC1, predict the reactants needed to synthesize it. The reactants are: CC1(C)OB(C2=CCOCC2)OC1(C)C.Clc1c(-c2ccccc2)nnc2c1c(I)nn2CCN1CCCC1. (2) Given the product COC(=O)C1(N2Cc3ccc(-c4ccc(NC(=O)c5ccc(C)cc5)cc4)cc3C2=O)CCC1, predict the reactants needed to synthesize it. The reactants are: COC(=O)C1(N2Cc3ccc(-c4ccc(N)cc4)cc3C2=O)CCC1.Cc1ccc(C(=O)Cl)cc1. (3) Given the product Cc1ccc(C#N)cc1O, predict the reactants needed to synthesize it. The reactants are: Cc1ccc(C#N)cc1OCc1ccccc1.